Dataset: Full USPTO retrosynthesis dataset with 1.9M reactions from patents (1976-2016). Task: Predict the reactants needed to synthesize the given product. (1) Given the product [Cl:1][C:2]1[C:10]([N+:11]([O-:13])=[O:12])=[CH:9][C:5]([C:6](=[O:8])[CH3:15])=[C:4]([F:14])[CH:3]=1, predict the reactants needed to synthesize it. The reactants are: [Cl:1][C:2]1[C:10]([N+:11]([O-:13])=[O:12])=[CH:9][C:5]([C:6]([OH:8])=O)=[C:4]([F:14])[CH:3]=1.[C:15](Cl)(=O)C(Cl)=O.C[Mg+].[Br-]. (2) Given the product [Cl:49][C:47]1[CH:48]=[C:43]([S:40]([N:9]([CH2:8][C:6]([OH:7])=[O:5])[C:10]2[CH:11]=[C:12]3[C:16](=[CH:17][CH:18]=2)[N:15]([C:19]2[CH:39]=[CH:38][CH:37]=[C:21]([C:22]([N:24]4[CH2:29][CH2:28][NH:27][CH2:26][CH2:25]4)=[O:23])[CH:20]=2)[CH:14]=[CH:13]3)(=[O:42])=[O:41])[CH:44]=[C:45]([Cl:50])[CH:46]=1, predict the reactants needed to synthesize it. The reactants are: C([O:5][C:6]([CH2:8][N:9]([S:40]([C:43]1[CH:48]=[C:47]([Cl:49])[CH:46]=[C:45]([Cl:50])[CH:44]=1)(=[O:42])=[O:41])[C:10]1[CH:11]=[C:12]2[C:16](=[CH:17][CH:18]=1)[N:15]([C:19]1[CH:20]=[C:21]([CH:37]=[CH:38][CH:39]=1)[C:22]([N:24]1[CH2:29][CH2:28][N:27](C(OC(C)(C)C)=O)[CH2:26][CH2:25]1)=[O:23])[CH:14]=[CH:13]2)=[O:7])(C)(C)C.C(OCC)C. (3) The reactants are: [CH3:1][C:2]1[CH:7]=[CH:6][C:5]([CH2:8][CH2:9][NH2:10])=[CH:4][CH:3]=1.Cl[C:12]1[CH:17]=[C:16]([C:18]2[CH:23]=[CH:22][CH:21]=[C:20]([CH3:24])[C:19]=2[CH3:25])[N:15]=[C:14]([NH2:26])[N:13]=1. Given the product [CH3:25][C:19]1[C:20]([CH3:24])=[CH:21][CH:22]=[CH:23][C:18]=1[C:16]1[N:15]=[C:14]([NH2:26])[N:13]=[C:12]([NH:10][CH2:9][CH2:8][C:5]2[CH:6]=[CH:7][C:2]([CH3:1])=[CH:3][CH:4]=2)[CH:17]=1, predict the reactants needed to synthesize it.